The task is: Predict the reaction yield, written as a fraction of the theoretical maximum amount of product (1.0 means a 100% yield; for example, 0.34 means a 34% yield).. This data is from Reaction yield outcomes from USPTO patents with 853,638 reactions. (1) The reactants are N1[C:9]2[C:4](=[CH:5][C:6]([NH:10][N:11]=[C:12]([C:15]#[N:16])[C:13]#[N:14])=[CH:7][CH:8]=2)[CH:3]=N1.NC1C=C2C(=CC=1)[NH:23][N:22]=C2.C(#N)CC#N.O.[NH2:33][NH2:34]. No catalyst specified. The product is [NH:33]1[C:9]2[C:4](=[CH:5][C:6]([NH:10][N:11]=[C:12]3[C:13]([NH2:14])=[N:23][N:22]=[C:15]3[NH2:16])=[CH:7][CH:8]=2)[CH:3]=[N:34]1. The yield is 0.630. (2) The reactants are [N+:1]([C:4]1[CH:5]=[C:6]([C:14](O)=[O:15])[C:7](=[CH:12][CH:13]=1)[CH2:8][C:9](O)=[O:10])([O-:3])=[O:2].[BH4-].[Na+].B(F)(F)F.CCOCC.[OH-].[Na+]. The catalyst is C1COCC1. The product is [OH:15][CH2:14][C:6]1[CH:5]=[C:4]([N+:1]([O-:3])=[O:2])[CH:13]=[CH:12][C:7]=1[CH2:8][CH2:9][OH:10]. The yield is 0.710. (3) The reactants are [H-].[Na+].[Cl:3][C:4]1[CH:9]=[CH:8][C:7]([OH:10])=[CH:6][CH:5]=1.F[C:12]1[C:21]2[C:16](=[CH:17][CH:18]=[CH:19][CH:20]=2)[C:15]([CH:22]=[O:23])=[CH:14][CH:13]=1.Cl. The catalyst is CS(C)=O. The product is [Cl:3][C:4]1[CH:9]=[CH:8][C:7]([O:10][C:12]2[C:21]3[C:16](=[CH:17][CH:18]=[CH:19][CH:20]=3)[C:15]([CH:22]=[O:23])=[CH:14][CH:13]=2)=[CH:6][CH:5]=1. The yield is 0.580. (4) The reactants are [Cl:1][C:2]1[CH:9]=[C:8]([CH3:10])[CH:7]=[CH:6][C:3]=1[C:4]#N.S(=O)(=O)(O)O.[OH-:16].[Na+].[CH2:18]([OH:20])[CH3:19]. No catalyst specified. The product is [Cl:1][C:2]1[CH:9]=[C:8]([CH3:10])[CH:7]=[CH:6][C:3]=1[C:4]([O:20][CH2:18][CH3:19])=[O:16]. The yield is 0.450. (5) The reactants are [CH2:1]([N:8]1[C:17]2[C:12](=[CH:13][CH:14]=[C:15]([OH:18])[CH:16]=2)[CH2:11][CH2:10][CH2:9]1)[C:2]1[CH:7]=[CH:6][CH:5]=[CH:4][CH:3]=1.[Cl-].[Mg+2].[Cl-].C(N(CC)CC)C.[CH2:29]=[O:30].[Cl-].[NH4+]. The catalyst is C(#N)C.O. The product is [CH2:1]([N:8]1[C:17]2[C:12](=[CH:13][C:14]([CH:29]=[O:30])=[C:15]([OH:18])[CH:16]=2)[CH2:11][CH2:10][CH2:9]1)[C:2]1[CH:3]=[CH:4][CH:5]=[CH:6][CH:7]=1. The yield is 0.150. (6) The reactants are C([O:4][C@H:5]1[C:9]2[N:10]=[CH:11][N:12]=[C:13]([N:14]3[CH2:19][CH2:18][N:17]([C:20]([O:22][C:23]([CH3:26])([CH3:25])[CH3:24])=[O:21])[CH2:16][CH2:15]3)[C:8]=2[C@H:7]([CH3:27])[CH2:6]1)(=O)C.[Li+].[OH-]. The catalyst is C1COCC1. The product is [OH:4][C@H:5]1[C:9]2[N:10]=[CH:11][N:12]=[C:13]([N:14]3[CH2:19][CH2:18][N:17]([C:20]([O:22][C:23]([CH3:26])([CH3:25])[CH3:24])=[O:21])[CH2:16][CH2:15]3)[C:8]=2[C@H:7]([CH3:27])[CH2:6]1. The yield is 0.700. (7) The reactants are [F:1][C:2]1[CH:7]=[C:6]([F:8])[C:5]([F:9])=[CH:4][C:3]=1[NH:10][C:11](=[O:16])[C:12]([CH3:15])([CH3:14])[CH3:13].[Li+].CC([N-]C(C)C)C.CON(C)[C:28]([C:30]1[CH:31]=[C:32]2[C:37](=[CH:38][CH:39]=1)[N:36]=[CH:35][CH:34]=[CH:33]2)=[O:29]. The catalyst is C1COCC1. The product is [F:1][C:2]1[C:7]([C:28]([C:30]2[CH:31]=[C:32]3[C:37](=[CH:38][CH:39]=2)[N:36]=[CH:35][CH:34]=[CH:33]3)=[O:29])=[C:6]([F:8])[C:5]([F:9])=[CH:4][C:3]=1[NH:10][C:11](=[O:16])[C:12]([CH3:13])([CH3:15])[CH3:14]. The yield is 0.340. (8) The reactants are [NH:1]([C:8]1[N:9]([C:21]2[CH:26]=[CH:25][CH:24]=[CH:23][CH:22]=2)[C:10]2[C:15]([C:16](=[O:18])[CH:17]=1)=[CH:14][C:13](Br)=[C:12]([CH3:20])[N:11]=2)[C:2]1[CH:7]=[CH:6][CH:5]=[CH:4][CH:3]=1.[Li][CH2:28]CCC. The catalyst is C1COCC1. The product is [NH:1]([C:8]1[N:9]([C:21]2[CH:26]=[CH:25][CH:24]=[CH:23][CH:22]=2)[C:10]2[C:15]([C:16](=[O:18])[CH:17]=1)=[CH:14][C:13]([CH3:28])=[C:12]([CH3:20])[N:11]=2)[C:2]1[CH:7]=[CH:6][CH:5]=[CH:4][CH:3]=1. The yield is 0.320.